Dataset: P-glycoprotein inhibition data for predicting drug efflux from Broccatelli et al.. Task: Regression/Classification. Given a drug SMILES string, predict its absorption, distribution, metabolism, or excretion properties. Task type varies by dataset: regression for continuous measurements (e.g., permeability, clearance, half-life) or binary classification for categorical outcomes (e.g., BBB penetration, CYP inhibition). Dataset: pgp_broccatelli. The drug is C[C@H](CN(C)C)[C@](C)(O)Cc1ccc(Cl)cc1. The result is 0 (non-inhibitor).